This data is from Reaction yield outcomes from USPTO patents with 853,638 reactions. The task is: Predict the reaction yield, written as a fraction of the theoretical maximum amount of product (1.0 means a 100% yield; for example, 0.34 means a 34% yield). (1) The reactants are [Cl:1]N1C(=O)CCC1=O.[NH2:9][C:10]1[CH:18]=[CH:17][CH:16]=[C:15]2[C:11]=1[C:12]([Cl:26])=[N:13][N:14]2[C:19]([O:21][C:22]([CH3:25])([CH3:24])[CH3:23])=[O:20]. The catalyst is C(#N)C. The product is [NH2:9][C:10]1[CH:18]=[CH:17][C:16]([Cl:1])=[C:15]2[C:11]=1[C:12]([Cl:26])=[N:13][N:14]2[C:19]([O:21][C:22]([CH3:23])([CH3:25])[CH3:24])=[O:20]. The yield is 0.340. (2) The reactants are Br[CH2:2][CH3:3].[Br:4][C:5]1[CH:6]=[CH:7][C:8]([CH3:12])=[C:9]([CH:11]=1)[NH2:10]. No catalyst specified. The product is [Br:4][C:5]1[CH:6]=[CH:7][C:8]([CH3:12])=[C:9]([CH:11]=1)[NH:10][CH2:2][CH3:3]. The yield is 0.710. (3) The reactants are ClC1C(F)=C([C@@H]2[C@@]3(C4C=NC(C)=CC=4NC3=O)[C@H](CC(C)(C)C)N3CN([C:15]4[CH:23]=[CH:22][C:18]([C:19](O)=[O:20])=[CH:17][C:16]=4[O:24][CH3:25])C(=O)[C@@H]23)C=CC=1.[OH-].[NH4+:45]. The catalyst is C1COCC1. The product is [CH3:25][O:24][C:16]1[CH:17]=[C:18]([CH:22]=[CH:23][CH:15]=1)[C:19]([NH2:45])=[O:20]. The yield is 0.290. (4) The reactants are [Br:1]Br.[Br:3][C:4]1[CH:9]=[CH:8][C:7]([C:10](=[O:12])[CH3:11])=[CH:6][CH:5]=1. The catalyst is ClCCl. The product is [Br:1][CH2:11][C:10]([C:7]1[CH:8]=[CH:9][C:4]([Br:3])=[CH:5][CH:6]=1)=[O:12]. The yield is 0.860. (5) The reactants are [N:1]#[C:2]Br.[NH2:4][C:5]1[C:10]([OH:11])=[CH:9][CH:8]=[CH:7][N:6]=1.C([O-])(O)=O.[Na+]. The catalyst is O. The product is [O:11]1[C:10]2[C:5](=[N:6][CH:7]=[CH:8][CH:9]=2)[N:4]=[C:2]1[NH2:1]. The yield is 0.800. (6) The reactants are [NH2:1][C:2]1[N:9]=[C:8]([CH3:10])[CH:7]=[CH:6][C:3]=1[C:4]#[N:5].CO[CH:13](OC)[N:14]([CH3:16])[CH3:15]. The catalyst is C1(C)C=CC=CC=1. The product is [C:4]([C:3]1[C:2]([N:1]=[CH:13][N:14]([CH3:16])[CH3:15])=[N:9][C:8]([CH3:10])=[CH:7][CH:6]=1)#[N:5]. The yield is 0.980. (7) The catalyst is C1(C)C=CC=CC=1. The reactants are [CH3:1][O:2][C:3]1[CH:4]=[C:5]([CH:9]2[CH2:11][O:10]2)[CH:6]=[CH:7][CH:8]=1.[OH:12][C:13]1[CH:20]=[CH:19][C:16]([CH:17]=[O:18])=[CH:15][CH:14]=1.[OH-].[Na+]. The yield is 0.180. The product is [OH:10][CH:9]([C:5]1[CH:6]=[CH:7][CH:8]=[C:3]([O:2][CH3:1])[CH:4]=1)[CH2:11][O:12][C:13]1[CH:20]=[CH:19][C:16]([CH:17]=[O:18])=[CH:15][CH:14]=1. (8) The reactants are Br[C:2]1[CH:3]=[C:4]([NH:14][C:15](=[O:22])[C:16]2[CH:21]=[CH:20][CH:19]=[N:18][CH:17]=2)[CH:5]=[N:6][C:7]=1[O:8][CH2:9][C:10]([F:13])([F:12])[F:11].C1(C)C=CC=CC=1.[CH3:30][C:31]1[CH:32]=[C:33](B(O)O)[CH:34]=[CH:35][C:36]=1[CH3:37].C(=O)([O-])[O-].[Na+].[Na+]. The catalyst is C(OCC)(=O)C.C1C=CC(P(C2C=CC=CC=2)[C-]2C=CC=C2)=CC=1.C1C=CC(P(C2C=CC=CC=2)[C-]2C=CC=C2)=CC=1.Cl[Pd]Cl.[Fe+2]. The product is [CH3:30][C:31]1[CH:32]=[C:33]([C:2]2[CH:3]=[C:4]([NH:14][C:15](=[O:22])[C:16]3[CH:21]=[CH:20][CH:19]=[N:18][CH:17]=3)[CH:5]=[N:6][C:7]=2[O:8][CH2:9][C:10]([F:13])([F:12])[F:11])[CH:34]=[CH:35][C:36]=1[CH3:37]. The yield is 0.650. (9) The reactants are [C:1]([O:5][C:6]([NH:8][C@H:9]1[CH2:14][C@@H:13]([O:15][Si](C(C)(C)C)(C)C)[CH2:12][N:11]([C:23]([O:25][CH2:26][C:27]2[CH:32]=[CH:31][CH:30]=[CH:29][CH:28]=2)=[O:24])[CH2:10]1)=[O:7])([CH3:4])([CH3:3])[CH3:2].CCCC[N+](CCCC)(CCCC)CCCC.[F-]. The yield is 1.00. The product is [C:1]([O:5][C:6]([NH:8][C@H:9]1[CH2:14][C@@H:13]([OH:15])[CH2:12][N:11]([C:23]([O:25][CH2:26][C:27]2[CH:32]=[CH:31][CH:30]=[CH:29][CH:28]=2)=[O:24])[CH2:10]1)=[O:7])([CH3:4])([CH3:2])[CH3:3]. The catalyst is C1COCC1.C(OCC)(=O)C.